Predict which catalyst facilitates the given reaction. From a dataset of Catalyst prediction with 721,799 reactions and 888 catalyst types from USPTO. The catalyst class is: 23. Product: [Cl:37][C:38]1[N:43]=[C:42]([N:24]2[CH2:25][CH2:26][CH:21]([CH:19]([NH:18][C:16](=[O:17])[C:15]3[CH:27]=[C:28]([O:30][CH3:31])[CH:29]=[C:13]([O:12][CH2:11][CH:8]4[CH2:10][CH2:9]4)[CH:14]=3)[CH3:20])[CH2:22][CH2:23]2)[CH:41]=[CH:40][N:39]=1. Reactant: FC(F)(F)C(O)=O.[CH:8]1([CH2:11][O:12][C:13]2[CH:14]=[C:15]([CH:27]=[C:28]([O:30][CH3:31])[CH:29]=2)[C:16]([NH:18][CH:19]([CH:21]2[CH2:26][CH2:25][NH:24][CH2:23][CH2:22]2)[CH3:20])=[O:17])[CH2:10][CH2:9]1.C(NCC)C.[Cl:37][C:38]1[N:43]=[C:42](Cl)[CH:41]=[CH:40][N:39]=1.O.